From a dataset of Catalyst prediction with 721,799 reactions and 888 catalyst types from USPTO. Predict which catalyst facilitates the given reaction. (1) Reactant: Cl[C:2]1[CH:7]=[CH:6][N:5]=[CH:4][C:3]=1[N+:8]([O-:10])=[O:9].[F:11][C:12]([F:28])([F:27])[C@H:13]1[CH2:18][NH:17][CH2:16][C@@H:15]([NH:19][C:20](=[O:26])[O:21][C:22]([CH3:25])([CH3:24])[CH3:23])[CH2:14]1.CCN(C(C)C)C(C)C. Product: [N+:8]([C:3]1[CH:4]=[N:5][CH:6]=[CH:7][C:2]=1[N:17]1[CH2:18][C@H:13]([C:12]([F:28])([F:27])[F:11])[CH2:14][C@H:15]([NH:19][C:20](=[O:26])[O:21][C:22]([CH3:24])([CH3:23])[CH3:25])[CH2:16]1)([O-:10])=[O:9]. The catalyst class is: 32. (2) Reactant: [CH3:1][C:2]1([CH3:10])[CH2:7][CH2:6][CH2:5][NH:4][CH:3]1[CH2:8][NH2:9].[Br:11][C:12]1[CH:13]=[CH:14][C:15](F)=[N:16][CH:17]=1.C(N(C(C)C)CC)(C)C.C(=O)([O-])[O-].[K+].[K+]. Product: [Br:11][C:12]1[CH:13]=[CH:14][C:15]([NH:9][CH2:8][CH:3]2[C:2]([CH3:10])([CH3:1])[CH2:7][CH2:6][CH2:5][NH:4]2)=[N:16][CH:17]=1. The catalyst class is: 9. (3) Product: [C:21]([O:25][C:26]([N:28]1[CH2:33][CH2:32][N:31]([C:2]2[N:10]([C:11]3[CH:16]=[CH:15][CH:14]=[CH:13][C:12]=3[Cl:17])[C:9]3[C:8](=[O:18])[NH:7][C:6](=[O:19])[N:5]([CH3:20])[C:4]=3[N:3]=2)[CH2:30][CH2:29]1)=[O:27])([CH3:24])([CH3:22])[CH3:23]. The catalyst class is: 13. Reactant: Cl[C:2]1[N:10]([C:11]2[CH:16]=[CH:15][CH:14]=[CH:13][C:12]=2[Cl:17])[C:9]2[C:8](=[O:18])[NH:7][C:6](=[O:19])[N:5]([CH3:20])[C:4]=2[N:3]=1.[C:21]([O:25][C:26]([N:28]1[CH2:33][CH2:32][NH:31][CH2:30][CH2:29]1)=[O:27])([CH3:24])([CH3:23])[CH3:22]. (4) Reactant: [NH2:1][C:2](=O)[CH2:3][C:4]1[CH:5]=[C:6]([CH2:10][C:11]([O:13][CH2:14][C:15]2[CH:20]=[CH:19][C:18]([O:21][CH3:22])=[CH:17][CH:16]=2)=[O:12])[CH:7]=[CH:8][CH:9]=1.CS(Cl)(=O)=O. Product: [C:2]([CH2:3][C:4]1[CH:5]=[C:6]([CH2:10][C:11]([O:13][CH2:14][C:15]2[CH:16]=[CH:17][C:18]([O:21][CH3:22])=[CH:19][CH:20]=2)=[O:12])[CH:7]=[CH:8][CH:9]=1)#[N:1]. The catalyst class is: 17. (5) Reactant: [Cl:1][C:2]1[CH:9]=[CH:8][CH:7]=[C:6](F)[C:3]=1[CH:4]=[O:5].[C:11]([N:14]1[CH2:19][CH2:18][NH:17][CH2:16][CH2:15]1)(=[O:13])[CH3:12].C(=O)([O-])[O-].[K+].[K+]. Product: [C:11]([N:14]1[CH2:19][CH2:18][N:17]([C:6]2[CH:7]=[CH:8][CH:9]=[C:2]([Cl:1])[C:3]=2[CH:4]=[O:5])[CH2:16][CH2:15]1)(=[O:13])[CH3:12]. The catalyst class is: 3.